The task is: Regression. Given two drug SMILES strings and cell line genomic features, predict the synergy score measuring deviation from expected non-interaction effect.. This data is from NCI-60 drug combinations with 297,098 pairs across 59 cell lines. (1) Drug 1: CS(=O)(=O)OCCCCOS(=O)(=O)C. Drug 2: B(C(CC(C)C)NC(=O)C(CC1=CC=CC=C1)NC(=O)C2=NC=CN=C2)(O)O. Cell line: SW-620. Synergy scores: CSS=59.3, Synergy_ZIP=-1.07, Synergy_Bliss=0.941, Synergy_Loewe=-25.8, Synergy_HSA=0.331. (2) Drug 1: CC1=C(C(=CC=C1)Cl)NC(=O)C2=CN=C(S2)NC3=CC(=NC(=N3)C)N4CCN(CC4)CCO. Drug 2: C#CCC(CC1=CN=C2C(=N1)C(=NC(=N2)N)N)C3=CC=C(C=C3)C(=O)NC(CCC(=O)O)C(=O)O. Cell line: RPMI-8226. Synergy scores: CSS=48.8, Synergy_ZIP=7.05, Synergy_Bliss=1.73, Synergy_Loewe=-33.8, Synergy_HSA=-4.49. (3) Drug 1: C1C(C(OC1N2C=NC3=C(N=C(N=C32)Cl)N)CO)O. Drug 2: CS(=O)(=O)CCNCC1=CC=C(O1)C2=CC3=C(C=C2)N=CN=C3NC4=CC(=C(C=C4)OCC5=CC(=CC=C5)F)Cl. Cell line: T-47D. Synergy scores: CSS=13.7, Synergy_ZIP=-1.01, Synergy_Bliss=5.20, Synergy_Loewe=-2.32, Synergy_HSA=-0.389. (4) Cell line: MCF7. Drug 1: CC1=CC2C(CCC3(C2CCC3(C(=O)C)OC(=O)C)C)C4(C1=CC(=O)CC4)C. Synergy scores: CSS=-5.82, Synergy_ZIP=4.11, Synergy_Bliss=4.92, Synergy_Loewe=-7.04, Synergy_HSA=-6.17. Drug 2: CN(C)N=NC1=C(NC=N1)C(=O)N. (5) Drug 1: CCCS(=O)(=O)NC1=C(C(=C(C=C1)F)C(=O)C2=CNC3=C2C=C(C=N3)C4=CC=C(C=C4)Cl)F. Synergy scores: CSS=31.2, Synergy_ZIP=2.97, Synergy_Bliss=5.51, Synergy_Loewe=-20.0, Synergy_HSA=4.64. Cell line: HOP-92. Drug 2: CC1=C2C(C(=O)C3(C(CC4C(C3C(C(C2(C)C)(CC1OC(=O)C(C(C5=CC=CC=C5)NC(=O)OC(C)(C)C)O)O)OC(=O)C6=CC=CC=C6)(CO4)OC(=O)C)OC)C)OC. (6) Drug 1: CCCS(=O)(=O)NC1=C(C(=C(C=C1)F)C(=O)C2=CNC3=C2C=C(C=N3)C4=CC=C(C=C4)Cl)F. Drug 2: CC1CCC2CC(C(=CC=CC=CC(CC(C(=O)C(C(C(=CC(C(=O)CC(OC(=O)C3CCCCN3C(=O)C(=O)C1(O2)O)C(C)CC4CCC(C(C4)OC)O)C)C)O)OC)C)C)C)OC. Cell line: DU-145. Synergy scores: CSS=42.2, Synergy_ZIP=13.8, Synergy_Bliss=15.4, Synergy_Loewe=-10.1, Synergy_HSA=12.9. (7) Drug 1: C1CC2CC3=C(CC1C24CN(S(=O)(=O)N4)CC(F)(F)F)C=CC(=C3)C=CCN5CCC(CC5)C(F)(F)F. Drug 2: CCC1=C2N=C(C=C(N2N=C1)NCC3=C[N+](=CC=C3)[O-])N4CCCCC4CCO. Cell line: HCT116. Synergy scores: CSS=49.6, Synergy_ZIP=-1.02, Synergy_Bliss=-1.65, Synergy_Loewe=-5.68, Synergy_HSA=0.669.